This data is from B-cell epitopes from IEDB database with 3,159 antigens for binding position prediction. The task is: Token-level Classification. Given an antigen amino acid sequence, predict which amino acid positions are active epitope sites capable of antibody binding. Output is a list of indices for active positions. Given the antigen sequence: NFMLTQPHSVSESPGKTVTISCTRSSGSIVTNYVHWYQQRPGSLPTTVIYEDNQRPSGVPDRFSGSIDSSSNSASLTISGLKTEDEADYYCQSYDSDSYVFGTGTKVTVLGQPKANPTVTLFPPSSEELQANKATLVCLISDFYPGAVTVAWKADGSPVKAGVETTKPSKQSNNKYAASSYLSLTPEQWKSHRSYSCQVTHDGSTVEKTVAPTECS, which amino acid positions are active epitope sites? The epitope positions are: [175, 176, 177, 178, 179, 180, 181]. The amino acids at these positions are: YAASSYL.